Predict which catalyst facilitates the given reaction. From a dataset of Catalyst prediction with 721,799 reactions and 888 catalyst types from USPTO. (1) Reactant: [C:1]([Si:5](Cl)([CH3:7])[CH3:6])([CH3:4])([CH3:3])[CH3:2].N1C=CN=C1.[Br:14][C:15]1[CH:20]=[CH:19][C:18]([CH2:21][CH2:22][OH:23])=[C:17]([F:24])[CH:16]=1.[Cl-].[NH4+]. Product: [Br:14][C:15]1[CH:20]=[CH:19][C:18]([CH2:21][CH2:22][O:23][Si:5]([C:1]([CH3:4])([CH3:3])[CH3:2])([CH3:7])[CH3:6])=[C:17]([F:24])[CH:16]=1. The catalyst class is: 1. (2) Reactant: [Br:1][C:2]1[CH:7]=[CH:6][N:5]=[C:4]([CH3:8])[CH:3]=1.[CH3:9][OH:10]. Product: [Br:1][C:2]1[CH:3]=[C:4]([CH3:8])[N:5]=[C:6]([CH2:9][OH:10])[CH:7]=1. The catalyst class is: 561. (3) Reactant: [F:1][C@H:2]1[C@H:6]([OH:7])[C:5](=[CH2:8])[O:4][C@H:3]1[N:9]1[C:13]2[N:14]=[CH:15][N:16]=[C:17]([NH2:18])[C:12]=2[CH:11]=[CH:10]1.N1C=CN=C1.[CH3:24][C:25]([Si:28](Cl)([CH3:30])[CH3:29])([CH3:27])[CH3:26].CCN(C(C)C)C(C)C.[C:41](Cl)(=[O:46])[C:42]([CH3:45])([CH3:44])[CH3:43]. Product: [Si:28]([O:7][C@@H:6]1[C:5](=[CH2:8])[O:4][C@@H:3]([N:9]2[C:13]3[N:14]=[CH:15][N:16]=[C:17]([NH:18][C:41](=[O:46])[C:42]([CH3:45])([CH3:44])[CH3:43])[C:12]=3[CH:11]=[CH:10]2)[C@H:2]1[F:1])([C:25]([CH3:27])([CH3:26])[CH3:24])([CH3:30])[CH3:29]. The catalyst class is: 17. (4) Reactant: [Cl-].[CH3:2][O:3][CH2:4][P+](C1C=CC=CC=1)(C1C=CC=CC=1)C1C=CC=CC=1.CC([O-])(C)C.[K+].[CH2:30]([O:32][C:33]1[CH:48]=[CH:47][C:36]([O:37][CH2:38][CH:39]2[CH2:44][CH2:43][CH:42]([CH:45]=O)[CH2:41][CH2:40]2)=[C:35]([F:49])[C:34]=1[F:50])[CH3:31].O. Product: [CH2:30]([O:32][C:33]1[CH:48]=[CH:47][C:36]([O:37][CH2:38][CH:39]2[CH2:44][CH2:43][CH:42]([CH:45]=[CH:2][O:3][CH3:4])[CH2:41][CH2:40]2)=[C:35]([F:49])[C:34]=1[F:50])[CH3:31]. The catalyst class is: 1. (5) Reactant: CNN[C:4](=O)[C:5]1[CH:10]=[CH:9][CH:8]=[N:7][C:6]=1[NH:11][C:12]1[CH:17]=[C:16](OC)[CH:15]=[C:14]([O:20][CH3:21])[CH:13]=1.CS[C:25](=[NH:27])N.I.[CH3:29][O:30][C:31]1[CH:32]=[C:33]([NH:39][C:40](=[NH:43])SC)[CH:34]=[C:35]([O:37][CH3:38])[CH:36]=1.C([N:46](CC)CC)C.[OH2:51]. Product: [O:51]1[C:15]2[CH:16]=[CH:17][C:12]([NH:11][C:6]3[N:27]([CH3:25])[N:46]=[C:8]([C:9]4[C:40]([NH:39][C:33]5[CH:32]=[C:31]([O:30][CH3:29])[CH:36]=[C:35]([O:37][CH3:38])[CH:34]=5)=[N:43][CH:4]=[CH:5][CH:10]=4)[N:7]=3)=[CH:13][C:14]=2[O:20][CH2:21]1. The catalyst class is: 17. (6) Reactant: [CH2:1]([C:3]1[CH:8]=[C:7]([C:9]2[N:13]=[C:12]([C:14]3[CH:19]=[C:18]([CH3:20])[CH:17]=[C:16]([CH2:21][N:22]([CH2:24][CH3:25])[CH3:23])[CH:15]=3)[O:11][N:10]=2)[CH:6]=[C:5]([CH3:26])[C:4]=1[OH:27])[CH3:2].C1C=CC(P(C2C=CC=CC=2)C2C=CC=CC=2)=CC=1.CC1(C)[O:52][C@H:51]([CH2:53]O)[CH2:50][O:49]1.CCOC(/N=N/C(OCC)=O)=O. Product: [CH2:1]([C:3]1[CH:8]=[C:7]([C:9]2[N:13]=[C:12]([C:14]3[CH:19]=[C:18]([CH3:20])[CH:17]=[C:16]([CH2:21][N:22]([CH2:24][CH3:25])[CH3:23])[CH:15]=3)[O:11][N:10]=2)[CH:6]=[C:5]([CH3:26])[C:4]=1[O:27][CH2:53][C@@H:51]([OH:52])[CH2:50][OH:49])[CH3:2]. The catalyst class is: 182. (7) Reactant: C([N:8]1[CH2:12][CH2:11][C@@:10]([CH3:14])([NH2:13])[CH2:9]1)C1C=CC=CC=1.[H][H].[CH3:29][C:28]([O:27][C:25](O[C:25]([O:27][C:28]([CH3:31])([CH3:30])[CH3:29])=[O:26])=[O:26])([CH3:31])[CH3:30]. Product: [NH2:13][C@:10]1([CH3:14])[CH2:11][CH2:12][N:8]([C:25]([O:27][C:28]([CH3:29])([CH3:30])[CH3:31])=[O:26])[CH2:9]1. The catalyst class is: 320.